This data is from NCI-60 drug combinations with 297,098 pairs across 59 cell lines. The task is: Regression. Given two drug SMILES strings and cell line genomic features, predict the synergy score measuring deviation from expected non-interaction effect. (1) Drug 1: CN(C(=O)NC(C=O)C(C(C(CO)O)O)O)N=O. Synergy scores: CSS=16.8, Synergy_ZIP=-5.90, Synergy_Bliss=-2.23, Synergy_Loewe=-56.4, Synergy_HSA=-1.59. Drug 2: CC1=C(C(=O)C2=C(C1=O)N3CC4C(C3(C2COC(=O)N)OC)N4)N. Cell line: TK-10. (2) Drug 1: CC1=C(C=C(C=C1)C(=O)NC2=CC(=CC(=C2)C(F)(F)F)N3C=C(N=C3)C)NC4=NC=CC(=N4)C5=CN=CC=C5. Drug 2: CCC1(C2=C(COC1=O)C(=O)N3CC4=CC5=C(C=CC(=C5CN(C)C)O)N=C4C3=C2)O.Cl. Cell line: SF-295. Synergy scores: CSS=57.1, Synergy_ZIP=-2.90, Synergy_Bliss=-3.77, Synergy_Loewe=-23.0, Synergy_HSA=0.466. (3) Drug 1: CN(C(=O)NC(C=O)C(C(C(CO)O)O)O)N=O. Drug 2: C1CN(P(=O)(OC1)NCCCl)CCCl. Cell line: SK-MEL-2. Synergy scores: CSS=-0.228, Synergy_ZIP=-2.77, Synergy_Bliss=-3.78, Synergy_Loewe=-11.4, Synergy_HSA=-8.63. (4) Drug 1: C1=CC(=CC=C1CC(C(=O)O)N)N(CCCl)CCCl.Cl. Drug 2: C1CNP(=O)(OC1)N(CCCl)CCCl. Cell line: A549. Synergy scores: CSS=27.7, Synergy_ZIP=-7.09, Synergy_Bliss=0.353, Synergy_Loewe=-20.2, Synergy_HSA=-1.12. (5) Drug 1: C1CC(=O)NC(=O)C1N2CC3=C(C2=O)C=CC=C3N. Drug 2: C1=NC2=C(N=C(N=C2N1C3C(C(C(O3)CO)O)O)F)N. Cell line: 786-0. Synergy scores: CSS=3.34, Synergy_ZIP=-1.38, Synergy_Bliss=0.154, Synergy_Loewe=-1.34, Synergy_HSA=-1.29. (6) Drug 1: COC1=C(C=C2C(=C1)N=CN=C2NC3=CC(=C(C=C3)F)Cl)OCCCN4CCOCC4. Drug 2: C1CN1P(=S)(N2CC2)N3CC3. Cell line: MDA-MB-231. Synergy scores: CSS=23.1, Synergy_ZIP=-5.14, Synergy_Bliss=-1.10, Synergy_Loewe=1.66, Synergy_HSA=2.85. (7) Drug 1: C(=O)(N)NO. Drug 2: CC1=C(C(=O)C2=C(C1=O)N3CC4C(C3(C2COC(=O)N)OC)N4)N. Cell line: SF-539. Synergy scores: CSS=47.3, Synergy_ZIP=0.325, Synergy_Bliss=2.26, Synergy_Loewe=-52.3, Synergy_HSA=3.98.